Dataset: Retrosynthesis with 50K atom-mapped reactions and 10 reaction types from USPTO. Task: Predict the reactants needed to synthesize the given product. Given the product Fc1cc(F)c(COC[C@@H]2C[C@@H](SC(c3ccccc3)(c3ccccc3)c3ccccc3)CN2c2ncc(-c3ccccn3)cn2)cc1F, predict the reactants needed to synthesize it. The reactants are: Brc1ccccn1.Fc1cc(F)c(COC[C@@H]2C[C@@H](SC(c3ccccc3)(c3ccccc3)c3ccccc3)CN2c2ncc(Br)cn2)cc1F.